Dataset: Full USPTO retrosynthesis dataset with 1.9M reactions from patents (1976-2016). Task: Predict the reactants needed to synthesize the given product. (1) Given the product [CH:28]([C:25]1[N:22]2[CH:23]=[CH:24][C:19]([O:18][C@H:11]3[C:12]4[C:17](=[CH:16][CH:15]=[CH:14][CH:13]=4)[C@@H:8]([NH2:7])[CH2:9][CH2:10]3)=[CH:20][C:21]2=[N:27][N:26]=1)([CH3:30])[CH3:29], predict the reactants needed to synthesize it. The reactants are: C(OC(=O)[NH:7][C@@H:8]1[C:17]2[C:12](=[CH:13][CH:14]=[CH:15][CH:16]=2)[C@H:11]([O:18][C:19]2[CH:24]=[CH:23][N:22]3[C:25]([CH:28]([CH3:30])[CH3:29])=[N:26][N:27]=[C:21]3[CH:20]=2)[CH2:10][CH2:9]1)(C)(C)C.C(O)(C(F)(F)F)=O. (2) Given the product [F:18][C:2]1([F:1])[CH2:11][CH2:10][C:5](=[O:6])[C:4]([C:12]2[N:16]([CH3:17])[N:15]=[CH:14][CH:13]=2)=[CH:3]1, predict the reactants needed to synthesize it. The reactants are: [F:1][C:2]1([F:18])[CH2:11][CH2:10][C:5]2(OCC[O:6]2)[C:4]([C:12]2[N:16]([CH3:17])[N:15]=[CH:14][CH:13]=2)=[CH:3]1.Cl. (3) The reactants are: [CH2:1]([O:8][C:9]1[CH:14]=[CH:13][C:12]([CH2:15][N:16]([CH2:27][C:28]2[CH:33]=[CH:32][C:31]([F:34])=[CH:30][CH:29]=2)[CH2:17][C:18]2[NH:19][CH:20]=[C:21]([C:23]([F:26])([F:25])[F:24])[N:22]=2)=[CH:11][CH:10]=1)[C:2]1[CH:7]=[CH:6][CH:5]=[CH:4][CH:3]=1.[CH3:35][O-].[Na+]. Given the product [CH2:1]([O:8][C:9]1[CH:10]=[CH:11][C:12]([CH2:15][N:16]([CH2:27][C:28]2[CH:29]=[CH:30][C:31]([F:34])=[CH:32][CH:33]=2)[CH2:17][C:18]2[N:19]([CH3:35])[CH:20]=[C:21]([C:23]([F:25])([F:26])[F:24])[N:22]=2)=[CH:13][CH:14]=1)[C:2]1[CH:3]=[CH:4][CH:5]=[CH:6][CH:7]=1, predict the reactants needed to synthesize it. (4) Given the product [I:1][C:2]1[C:10]2[C:5](=[N:6][CH:7]=[CH:8][CH:9]=2)[N:4]([C:23]([O:22][C:19]([CH3:21])([CH3:20])[CH3:18])=[O:24])[N:3]=1, predict the reactants needed to synthesize it. The reactants are: [I:1][C:2]1[C:10]2[C:5](=[N:6][CH:7]=[CH:8][CH:9]=2)[NH:4][N:3]=1.C(N(CC)CC)C.[CH3:18][C:19]([O:22][C:23](O[C:23]([O:22][C:19]([CH3:21])([CH3:20])[CH3:18])=[O:24])=[O:24])([CH3:21])[CH3:20]. (5) Given the product [Cl:1][C:2]1[C:3]([CH3:11])=[CH:4][CH:5]=[CH:6][C:7]=1[NH2:8], predict the reactants needed to synthesize it. The reactants are: [Cl:1][C:2]1[C:7]([N+:8]([O-])=O)=[CH:6][CH:5]=[CH:4][C:3]=1[CH3:11]. (6) Given the product [Cl:1][C:2]1[CH:3]=[N:4][C:5]2[N:6]([N:8]=[C:9]([C:11]([N:16]3[CH2:17][CH2:18][C:19]4[C:24](=[CH:23][C:22]([N:25]5[CH2:29][CH2:28][CH2:27][CH2:26]5)=[CH:21][CH:20]=4)[CH:15]3[CH3:14])=[O:13])[CH:10]=2)[CH:7]=1, predict the reactants needed to synthesize it. The reactants are: [Cl:1][C:2]1[CH:3]=[N:4][C:5]2[N:6]([N:8]=[C:9]([C:11]([OH:13])=O)[CH:10]=2)[CH:7]=1.[CH3:14][CH:15]1[C:24]2[C:19](=[CH:20][CH:21]=[C:22]([N:25]3[CH2:29][CH2:28][CH2:27][CH2:26]3)[CH:23]=2)[CH2:18][CH2:17][NH:16]1. (7) Given the product [CH:6]1([NH:11][C:12]2[N:13]=[C:14]([NH:30][CH2:31][CH:32]3[CH2:37][CH2:36][O:35][CH2:34][CH2:33]3)[C:15]3[O:20][N:19]=[C:18]([C:21]4[CH:29]=[CH:28][C:24]([C:25]([NH:41][CH:38]5[CH2:40][CH2:39]5)=[O:27])=[CH:23][CH:22]=4)[C:16]=3[N:17]=2)[CH2:7][CH2:8][CH2:9][CH2:10]1, predict the reactants needed to synthesize it. The reactants are: CN(C=O)C.[CH:6]1([NH:11][C:12]2[N:13]=[C:14]([NH:30][CH2:31][CH:32]3[CH2:37][CH2:36][O:35][CH2:34][CH2:33]3)[C:15]3[O:20][N:19]=[C:18]([C:21]4[CH:29]=[CH:28][C:24]([C:25]([OH:27])=O)=[CH:23][CH:22]=4)[C:16]=3[N:17]=2)[CH2:10][CH2:9][CH2:8][CH2:7]1.[CH:38]1([NH2:41])[CH2:40][CH2:39]1.CN(C(ON1N=NC2C=CC=NC1=2)=[N+](C)C)C.F[P-](F)(F)(F)(F)F. (8) Given the product [C:1]([O:5][C:6](=[O:22])[N:7]([CH2:19][CH:20]=[CH2:21])[C@H:8]1[CH2:17][CH2:16][C:15]2[C:10](=[CH:11][CH:12]=[C:13]([N:48]([S:45]([C:42]3[CH:43]=[CH:44][C:39]([CH:36]([CH3:38])[CH3:37])=[CH:40][CH:41]=3)(=[O:46])=[O:47])[CH3:49])[CH:14]=2)[CH2:9]1)([CH3:4])([CH3:3])[CH3:2], predict the reactants needed to synthesize it. The reactants are: [C:1]([O:5][C:6](=[O:22])[N:7]([CH2:19][CH:20]=[CH2:21])[C@H:8]1[CH2:17][CH2:16][C:15]2[C:10](=[CH:11][CH:12]=[C:13](Br)[CH:14]=2)[CH2:9]1)([CH3:4])([CH3:3])[CH3:2].C(P(C(C)(C)C)C(C)(C)C)(C)(C)C.[CH:36]([C:39]1[CH:44]=[CH:43][C:42]([S:45]([NH:48][CH3:49])(=[O:47])=[O:46])=[CH:41][CH:40]=1)([CH3:38])[CH3:37].[H-].[Na+]. (9) Given the product [CH2:37]([O:36][C:34]([N:30]1[CH2:29][CH2:28][CH:27]([NH:26][C:11]2[N:10]=[C:9]([NH2:8])[C:14]([C:15](=[O:16])[C:17]3[CH:22]=[C:21]([F:23])[CH:20]=[CH:19][C:18]=3[O:24][CH3:25])=[CH:13][N:12]=2)[CH2:32][CH2:31]1)=[O:35])[CH2:38][CH3:39], predict the reactants needed to synthesize it. The reactants are: FC(F)(F)C(O)=O.[NH2:8][C:9]1[C:14]([C:15]([C:17]2[CH:22]=[C:21]([F:23])[CH:20]=[CH:19][C:18]=2[O:24][CH3:25])=[O:16])=[CH:13][N:12]=[C:11]([NH:26][CH:27]2[CH2:32][CH2:31][NH:30][CH2:29][CH2:28]2)[N:10]=1.Cl[C:34]([O:36][CH2:37][CH2:38][CH3:39])=[O:35].